Dataset: Forward reaction prediction with 1.9M reactions from USPTO patents (1976-2016). Task: Predict the product of the given reaction. (1) Given the reactants [Cl:1][C:2]1[CH:3]=[C:4]([NH:14][C:15]2[N:20]=[C:19]([C:21]3[S:25][C:24]([CH3:26])=[N:23][C:22]=3[C:27]3[CH:32]=[CH:31][CH:30]=[C:29]([N+:33]([O-])=O)[CH:28]=3)[CH:18]=[CH:17][N:16]=2)[CH:5]=[CH:6][C:7]=1[O:8][CH2:9][CH2:10][N:11]([CH3:13])[CH3:12].CC(O)=O, predict the reaction product. The product is: [NH2:33][C:29]1[CH:28]=[C:27]([C:22]2[N:23]=[C:24]([CH3:26])[S:25][C:21]=2[C:19]2[CH:18]=[CH:17][N:16]=[C:15]([NH:14][C:4]3[CH:5]=[CH:6][C:7]([O:8][CH2:9][CH2:10][N:11]([CH3:12])[CH3:13])=[C:2]([Cl:1])[CH:3]=3)[N:20]=2)[CH:32]=[CH:31][CH:30]=1. (2) Given the reactants [Cl:1][C:2]1[CH:3]=[C:4]([NH:15][C:16]2[C:25]3[C:20](=[CH:21][C:22](F)=[C:23]([O:26][CH3:27])[CH:24]=3)[N:19]=[CH:18][C:17]=2[C:29]#[N:30])[CH:5]=[CH:6][C:7]=1[S:8][C:9]1[N:10]([CH3:14])[CH:11]=[CH:12][N:13]=1.[CH3:31][N:32]1[CH2:37][CH2:36][CH:35]([N:38]2[CH2:43][CH2:42][NH:41][CH2:40][CH2:39]2)[CH2:34][CH2:33]1, predict the reaction product. The product is: [Cl:1][C:2]1[CH:3]=[C:4]([NH:15][C:16]2[C:25]3[C:20](=[CH:21][C:22]([N:41]4[CH2:40][CH2:39][N:38]([CH:35]5[CH2:36][CH2:37][N:32]([CH3:31])[CH2:33][CH2:34]5)[CH2:43][CH2:42]4)=[C:23]([O:26][CH3:27])[CH:24]=3)[N:19]=[CH:18][C:17]=2[C:29]#[N:30])[CH:5]=[CH:6][C:7]=1[S:8][C:9]1[N:10]([CH3:14])[CH:11]=[CH:12][N:13]=1.